Dataset: Forward reaction prediction with 1.9M reactions from USPTO patents (1976-2016). Task: Predict the product of the given reaction. (1) Given the reactants [CH3:1][O:2][C:3]1[C:8]([CH3:9])=[CH:7][N:6]=[C:5]([CH2:10][N:11]2[N:39]=[C:15]3[CH2:16][C:17](=O)[C:18]4[CH2:19][S:20][N:21]=[C:22]([N:23](C(OC(C)(C)C)=O)C(OC(C)(C)C)=O)[C:13]([C:14]=43)=[N:12]2)[C:4]=1[CH3:40].C([O-])(=O)C.[NH4+].C([BH3-])#[N:47].[Na+], predict the reaction product. The product is: [CH3:1][O:2][C:3]1[C:8]([CH3:9])=[CH:7][N:6]=[C:5]([CH2:10][N:11]2[N:39]=[C:15]3[CH2:16][CH:17]([NH2:47])[C:18]4[CH2:19][S:20][N:21]=[C:22]([NH2:23])[C:13]([C:14]=43)=[N:12]2)[C:4]=1[CH3:40]. (2) Given the reactants [CH:1]1([N:7]2[CH2:11][C@@H:10]([C:12]3C=CC=[CH:14][CH:13]=3)[N:9]([CH:18]3[CH2:23][CH2:22][NH:21][CH2:20][CH2:19]3)[C:8]2=[O:24])[CH2:6][CH2:5][CH2:4]C[CH2:2]1.[C:25](OC(=O)N[C@@H](CN)CC(C)C)(C)(C)C.C(OC(=O)N[C@H](C1C=CC=CC=1)CN)(C)(C)C.C1(=O)CCCC1.C1(=O)CCCCC1, predict the reaction product. The product is: [CH:1]1([N:7]2[CH2:11][C@@H:10]([CH2:12][CH:13]([CH3:14])[CH3:25])[N:9]([CH:18]3[CH2:23][CH2:22][NH:21][CH2:20][CH2:19]3)[C:8]2=[O:24])[CH2:2][CH2:4][CH2:5][CH2:6]1. (3) Given the reactants Br[C:2]1[CH:3]=[N:4][C:5]([N:8]2[CH2:13][CH2:12][N:11]([C:14]([O:16][C:17]([CH3:20])([CH3:19])[CH3:18])=[O:15])[CH2:10][CH2:9]2)=[N:6][CH:7]=1.[B:21]1([B:21]2[O:25][C:24]([CH3:27])([CH3:26])[C:23]([CH3:29])([CH3:28])[O:22]2)[O:25][C:24]([CH3:27])([CH3:26])[C:23]([CH3:29])([CH3:28])[O:22]1.C([O-])(=O)C.[K+].CCOC(C)=O, predict the reaction product. The product is: [CH3:28][C:23]1([CH3:29])[C:24]([CH3:27])([CH3:26])[O:25][B:21]([C:2]2[CH:3]=[N:4][C:5]([N:8]3[CH2:13][CH2:12][N:11]([C:14]([O:16][C:17]([CH3:20])([CH3:19])[CH3:18])=[O:15])[CH2:10][CH2:9]3)=[N:6][CH:7]=2)[O:22]1. (4) Given the reactants [CH2:1]([NH:3][C:4]([C:6]1[CH:28]=[CH:27][C:9]2[N:10]([CH:14]3[CH2:19][CH2:18][N:17](C(OC(C)(C)C)=O)[CH2:16][CH2:15]3)[C:11](=[O:13])[NH:12][C:8]=2[CH:7]=1)=[O:5])[CH3:2].[F:29][C:30]([F:35])([F:34])[C:31]([OH:33])=[O:32], predict the reaction product. The product is: [F:29][C:30]([F:35])([F:34])[C:31]([O-:33])=[O:32].[CH2:1]([NH:3][C:4]([C:6]1[CH:28]=[CH:27][C:9]2[N:10]([CH:14]3[CH2:15][CH2:16][NH2+:17][CH2:18][CH2:19]3)[C:11](=[O:13])[NH:12][C:8]=2[CH:7]=1)=[O:5])[CH3:2].[F:29][C:30]([F:35])([F:34])[C:31]([O-:33])=[O:32]. (5) Given the reactants [N+:1]([C:4]1[C:13]2[C:8](=[CH:9][CH:10]=[CH:11][CH:12]=2)[CH:7]=[CH:6][C:5]=1[NH:14][C:15]1[CH:20]=[CH:19][C:18]([NH:21][C:22](=[O:28])[O:23][C:24]([CH3:27])([CH3:26])[CH3:25])=[CH:17][CH:16]=1)([O-])=O, predict the reaction product. The product is: [NH2:1][C:4]1[C:13]2[C:8](=[CH:9][CH:10]=[CH:11][CH:12]=2)[CH:7]=[CH:6][C:5]=1[NH:14][C:15]1[CH:20]=[CH:19][C:18]([NH:21][C:22](=[O:28])[O:23][C:24]([CH3:26])([CH3:25])[CH3:27])=[CH:17][CH:16]=1. (6) Given the reactants [C:1](Cl)(=[O:4])[CH:2]=[CH2:3].[C:6]([NH:16][C@H:17]([C:23]([OH:25])=[O:24])[CH2:18][CH2:19][CH2:20][CH2:21][NH2:22])([O:8][CH2:9][C:10]1[CH:15]=[CH:14][CH:13]=[CH:12][CH:11]=1)=[O:7], predict the reaction product. The product is: [CH2:9]([O:8][C:6]([NH:16][C@@H:17]([CH2:18][CH2:19][CH2:20][CH2:21][NH:22][C:1](=[O:4])[CH:2]=[CH2:3])[C:23]([OH:25])=[O:24])=[O:7])[C:10]1[CH:15]=[CH:14][CH:13]=[CH:12][CH:11]=1. (7) Given the reactants [N+:1]([C:4]1[CH:17]=[CH:16][C:7]([O:8][C:9]2[CH:10]=[C:11]([CH:13]=[CH:14][CH:15]=2)[NH2:12])=[CH:6][CH:5]=1)([O-:3])=[O:2].[F:18][C:19]([F:30])([F:29])[C:20](O[C:20](=[O:21])[C:19]([F:30])([F:29])[F:18])=[O:21].O.C(OCC)(=O)C, predict the reaction product. The product is: [F:18][C:19]([F:30])([F:29])[C:20]([NH:12][C:11]1[CH:13]=[CH:14][CH:15]=[C:9]([O:8][C:7]2[CH:16]=[CH:17][C:4]([N+:1]([O-:3])=[O:2])=[CH:5][CH:6]=2)[CH:10]=1)=[O:21]. (8) The product is: [Br:26][C:20]1[CH:21]=[CH:22][CH:23]=[CH:24][C:19]=1[C:14]1[CH:15]=[CH:16][CH:17]=[CH:18][C:13]=1[C:12]1[N:8]([C:3]2[CH:4]=[CH:5][CH:6]=[CH:7][C:2]=2[F:1])[N:9]=[N:10][N:11]=1. Given the reactants [F:1][C:2]1[CH:7]=[CH:6][CH:5]=[CH:4][C:3]=1[N:8]1[C:12]([C:13]2[CH:18]=[CH:17][CH:16]=[CH:15][C:14]=2[C:19]2[CH:24]=[CH:23][CH:22]=[CH:21][C:20]=2O)=[N:11][N:10]=[N:9]1.[Br:26]C1C=CC=CC=1B(O)O, predict the reaction product.